Task: Regression. Given two drug SMILES strings and cell line genomic features, predict the synergy score measuring deviation from expected non-interaction effect.. Dataset: NCI-60 drug combinations with 297,098 pairs across 59 cell lines (1) Drug 1: CC(C1=C(C=CC(=C1Cl)F)Cl)OC2=C(N=CC(=C2)C3=CN(N=C3)C4CCNCC4)N. Drug 2: CC1=CC2C(CCC3(C2CCC3(C(=O)C)OC(=O)C)C)C4(C1=CC(=O)CC4)C. Cell line: OVCAR-8. Synergy scores: CSS=4.80, Synergy_ZIP=-0.122, Synergy_Bliss=1.92, Synergy_Loewe=-1.86, Synergy_HSA=0.423. (2) Drug 1: CC1C(C(CC(O1)OC2CC(OC(C2O)C)OC3=CC4=CC5=C(C(=O)C(C(C5)C(C(=O)C(C(C)O)O)OC)OC6CC(C(C(O6)C)O)OC7CC(C(C(O7)C)O)OC8CC(C(C(O8)C)O)(C)O)C(=C4C(=C3C)O)O)O)O. Drug 2: CC(C)(C#N)C1=CC(=CC(=C1)CN2C=NC=N2)C(C)(C)C#N. Cell line: UACC62. Synergy scores: CSS=24.1, Synergy_ZIP=1.04, Synergy_Bliss=0.0907, Synergy_Loewe=-13.6, Synergy_HSA=-2.45.